The task is: Predict which catalyst facilitates the given reaction.. This data is from Catalyst prediction with 721,799 reactions and 888 catalyst types from USPTO. (1) Reactant: F[P-](F)(F)(F)(F)F.N1(OC(N(C)C)=[N+](C)C)C2N=CC=CC=2N=N1.[F:25][C:26]1[CH:47]=[CH:46][C:29]([CH2:30][N:31]2[CH2:45][CH2:44][N:34]3[C:35]4[N:43]=[CH:42][CH:41]=[CH:40][C:36]=4[NH:37][CH2:38][CH2:39][CH:33]3[CH2:32]2)=[CH:28][CH:27]=1.[C:48]([O:52][C:53]([N:55]1[CH2:58][CH2:57][C@H:56]1[C:59](O)=[O:60])=[O:54])([CH3:51])([CH3:50])[CH3:49].C(N(C(C)C)CC)(C)C. Product: [F:25][C:26]1[CH:47]=[CH:46][C:29]([CH2:30][N:31]2[CH2:45][CH2:44][N:34]3[C:35]4[N:43]=[CH:42][CH:41]=[CH:40][C:36]=4[N:37]([C:59]([C@@H:56]4[CH2:57][CH2:58][N:55]4[C:53]([O:52][C:48]([CH3:51])([CH3:50])[CH3:49])=[O:54])=[O:60])[CH2:38][CH2:39][CH:33]3[CH2:32]2)=[CH:28][CH:27]=1. The catalyst class is: 2. (2) Reactant: [C:1]([O:5][C:6]([N:8]1[CH2:12][C@H:11]([CH2:13][N:14]([C:18](=[O:31])[C:19]2[CH:24]=[CH:23][C:22]([O:25][CH3:26])=[C:21]([O:27][CH2:28][CH2:29][OH:30])[CH:20]=2)[CH:15]([CH3:17])[CH3:16])[C@@H:10]([CH2:32][C:33]2[CH:38]=[CH:37][CH:36]=[CH:35][CH:34]=2)[CH2:9]1)=[O:7])([CH3:4])([CH3:3])[CH3:2].[H-].[Na+].[CH3:41]I. Product: [C:1]([O:5][C:6]([N:8]1[CH2:12][C@H:11]([CH2:13][N:14]([CH:15]([CH3:16])[CH3:17])[C:18](=[O:31])[C:19]2[CH:24]=[CH:23][C:22]([O:25][CH3:26])=[C:21]([O:27][CH2:28][CH2:29][O:30][CH3:41])[CH:20]=2)[C@@H:10]([CH2:32][C:33]2[CH:38]=[CH:37][CH:36]=[CH:35][CH:34]=2)[CH2:9]1)=[O:7])([CH3:3])([CH3:4])[CH3:2]. The catalyst class is: 3. (3) Reactant: C(OC([NH:8][CH2:9][CH2:10][NH:11][C:12]1[CH:17]=[CH:16][CH:15]=[CH:14][C:13]=1[CH:18]1[CH2:23][CH2:22][N:21]([C:24](=[O:54])[C@H:25]([NH:34][C:35]([C@@H:37]2[CH2:46][C:45]3[C:40](=[CH:41][CH:42]=[CH:43][CH:44]=3)[CH2:39][N:38]2C(OC(C)(C)C)=O)=[O:36])[CH2:26][C:27]2[CH:32]=[CH:31][C:30]([Cl:33])=[CH:29][CH:28]=2)[CH2:20][CH2:19]1)=O)(C)(C)C.C(O)(C(F)(F)F)=O. Product: [NH2:8][CH2:9][CH2:10][NH:11][C:12]1[CH:17]=[CH:16][CH:15]=[CH:14][C:13]=1[CH:18]1[CH2:19][CH2:20][N:21]([C:24](=[O:54])[C@H:25]([NH:34][C:35]([C@@H:37]2[CH2:46][C:45]3[C:40](=[CH:41][CH:42]=[CH:43][CH:44]=3)[CH2:39][NH:38]2)=[O:36])[CH2:26][C:27]2[CH:32]=[CH:31][C:30]([Cl:33])=[CH:29][CH:28]=2)[CH2:22][CH2:23]1. The catalyst class is: 2. (4) Reactant: [Cl:1][C:2]1[CH:7]=[CH:6][C:5]([CH2:8]Cl)=[CH:4][N:3]=1.[NH2:10][C:11]1[CH:16]=[CH:15][CH:14]=[CH:13][N:12]=1. Product: [Cl-:1].[Cl:1][C:2]1[N:3]=[CH:4][C:5]([CH2:8][N+:12]2[CH:13]=[CH:14][CH:15]=[CH:16][C:11]=2[NH2:10])=[CH:6][CH:7]=1. The catalyst class is: 8. (5) Reactant: C(OC([N:8]1[CH2:13][CH2:12][CH:11]([C:14]2[N:19]3[CH:20]=[N:21][N:22]=[C:18]3[C:17]([C:23]3[CH:28]=[CH:27][CH:26]=[C:25]([C:29]([F:32])([F:31])[F:30])[CH:24]=3)=[C:16]([C:33]3[CH:38]=[CH:37][N:36]=[C:35]([NH:39][C@H:40]([C:42]4[CH:47]=[CH:46][CH:45]=[CH:44][CH:43]=4)[CH3:41])[CH:34]=3)[N:15]=2)[CH2:10][CH2:9]1)=O)(C)(C)C.FC(F)(F)C(O)=O. Product: [NH:8]1[CH2:9][CH2:10][CH:11]([C:14]2[N:19]3[CH:20]=[N:21][N:22]=[C:18]3[C:17]([C:23]3[CH:28]=[CH:27][CH:26]=[C:25]([C:29]([F:31])([F:30])[F:32])[CH:24]=3)=[C:16]([C:33]3[CH:38]=[CH:37][N:36]=[C:35]([NH:39][C@H:40]([C:42]4[CH:43]=[CH:44][CH:45]=[CH:46][CH:47]=4)[CH3:41])[CH:34]=3)[N:15]=2)[CH2:12][CH2:13]1. The catalyst class is: 2. (6) Reactant: [CH3:1][O:2][C:3]1[CH:4]=[C:5]([CH:13]([CH3:18])[CH2:14][C:15](O)=[O:16])[CH:6]=[CH:7][C:8]=1[O:9][CH2:10][C:11]#[CH:12].S(Cl)([Cl:21])=O. Product: [CH3:1][O:2][C:3]1[CH:4]=[C:5]([CH:13]([CH3:18])[CH2:14][C:15]([Cl:21])=[O:16])[CH:6]=[CH:7][C:8]=1[O:9][CH2:10][C:11]#[CH:12]. The catalyst class is: 11.